From a dataset of Full USPTO retrosynthesis dataset with 1.9M reactions from patents (1976-2016). Predict the reactants needed to synthesize the given product. (1) Given the product [Br:15][C:6]1[CH:5]=[C:4]([CH2:9][C:10]([O:12][CH2:13][CH3:14])=[O:11])[CH:3]=[C:2]([Cl:1])[C:7]=1[OH:8], predict the reactants needed to synthesize it. The reactants are: [Cl:1][C:2]1[CH:3]=[C:4]([CH2:9][C:10]([O:12][CH2:13][CH3:14])=[O:11])[CH:5]=[CH:6][C:7]=1[OH:8].[Br:15]Br. (2) Given the product [NH2:13][C:8]1[CH:7]=[C:6]([CH:11]=[CH:10][C:9]=1[CH3:12])[C:5]([NH:4][CH:1]1[CH2:2][CH2:3]1)=[O:16], predict the reactants needed to synthesize it. The reactants are: [CH:1]1([NH:4][C:5](=[O:16])[C:6]2[CH:11]=[CH:10][C:9]([CH3:12])=[C:8]([N+:13]([O-])=O)[CH:7]=2)[CH2:3][CH2:2]1. (3) Given the product [CH3:27][O:26][C:21]1[C:20]2[C:25](=[C:16]3[C:17](=[CH:18][CH:19]=2)[C:2]2[C:3](=[CH:4][CH:5]=[C:6]([C:8]([F:9])([F:10])[F:11])[CH:7]=2)[S:12](=[O:14])(=[O:13])[NH:15]3)[N:24]=[CH:23][CH:22]=1, predict the reactants needed to synthesize it. The reactants are: N[C:2]1[CH:7]=[C:6]([C:8]([F:11])([F:10])[F:9])[CH:5]=[CH:4][C:3]=1[S:12]([NH:15][C:16]1[CH:17]=[CH:18][CH:19]=[C:20]2[C:25]=1[N:24]=[CH:23][CH:22]=[C:21]2[O:26][CH3:27])(=[O:14])=[O:13].C(ON=O)(C)(C)C. (4) Given the product [CH2:1]([NH:6][C:7]([C:9]1[N:10]=[N:11][C:12]([N:16]2[CH2:21][CH2:20][NH:19][CH2:18][CH2:17]2)=[CH:13][CH:14]=1)=[O:8])[CH2:2][CH2:3][CH:4]=[CH2:5], predict the reactants needed to synthesize it. The reactants are: [CH2:1]([NH:6][C:7]([C:9]1[N:10]=[N:11][C:12](Cl)=[CH:13][CH:14]=1)=[O:8])[CH2:2][CH2:3][CH:4]=[CH2:5].[NH:16]1[CH2:21][CH2:20][NH:19][CH2:18][CH2:17]1. (5) Given the product [F:7][C:8]1[C:13]([F:14])=[C:12]([O:15][CH2:16][CH2:17][CH3:18])[CH:11]=[CH:10][C:9]=1[C:19]1[CH:20]=[CH:21][C:22]([C:25]2[Se:29][C:28]([CH:30]=[CH2:1])=[CH:27][CH:26]=2)=[CH:23][CH:24]=1, predict the reactants needed to synthesize it. The reactants are: [CH3:1]C(C)([O-])C.[K+].[F:7][C:8]1[C:13]([F:14])=[C:12]([O:15][CH2:16][CH2:17][CH3:18])[CH:11]=[CH:10][C:9]=1[C:19]1[CH:24]=[CH:23][C:22]([C:25]2[Se:29][C:28]([CH:30]=O)=[CH:27][CH:26]=2)=[CH:21][CH:20]=1.O.Cl. (6) Given the product [CH:1]1([NH:4][C:5]2[C:6]3[C:25]([C:26]([NH2:27])=[O:29])=[CH:24][NH:23][C:7]=3[N:8]=[C:9]([NH:11][C:12]3[CH:13]=[C:14]4[C:19](=[CH:20][CH:21]=3)[NH:18][C:17](=[O:22])[CH2:16][CH2:15]4)[N:10]=2)[CH2:2][CH2:3]1, predict the reactants needed to synthesize it. The reactants are: [CH:1]1([NH:4][C:5]2[C:6]3[C:25]([C:26]#[N:27])=[CH:24][NH:23][C:7]=3[N:8]=[C:9]([NH:11][C:12]3[CH:13]=[C:14]4[C:19](=[CH:20][CH:21]=3)[NH:18][C:17](=[O:22])[CH2:16][CH2:15]4)[N:10]=2)[CH2:3][CH2:2]1.C([O-])([O-])=[O:29].[K+].[K+].OO. (7) Given the product [Br:1][C:2]1[N:7]=[CH:6][C:5]2[CH:8]=[C:9]([C:11]3[CH:12]=[N:13][N:14]([CH3:16])[CH:15]=3)[N:10]([CH2:29][CH:28]3[CH2:31][CH2:27]3)[C:4]=2[CH:3]=1, predict the reactants needed to synthesize it. The reactants are: [Br:1][C:2]1[N:7]=[CH:6][C:5]2[CH:8]=[C:9]([C:11]3[CH:12]=[N:13][N:14]([CH3:16])[CH:15]=3)[NH:10][C:4]=2[CH:3]=1.C[Si](C)(C)[N-][Si](C)(C)C.[Na+].[CH2:27]1[CH2:31]O[CH2:29][CH2:28]1.BrCC1CC1. (8) Given the product [CH3:32][N:33]([CH3:34])[C:13]([C@@H:12]1[CH2:16][CH2:17][C@@H:18]([CH2:19][CH3:20])[N:11]1[C:9]([O:8][CH2:1][C:2]1[CH:7]=[CH:6][CH:5]=[CH:4][CH:3]=1)=[O:10])=[O:14], predict the reactants needed to synthesize it. The reactants are: [CH2:1]([O:8][C:9]([N:11]1[C@H:18]([CH2:19][CH3:20])[CH2:17][CH2:16][C@H:12]1[C:13](O)=[O:14])=[O:10])[C:2]1[CH:7]=[CH:6][CH:5]=[CH:4][CH:3]=1.ON1C2C=CC=CC=2N=N1.Cl.[CH3:32][N:33](C)[CH2:34]CCN=C=NCC.Cl.CNC.C(N(C(C)C)CC)(C)C. (9) Given the product [Br-:8].[C:10]([CH2:9][N+:3]1[C:2]([CH3:1])=[C:6]([CH3:7])[S:5][CH:4]=1)#[N:11], predict the reactants needed to synthesize it. The reactants are: [CH3:1][C:2]1[N:3]=[CH:4][S:5][C:6]=1[CH3:7].[Br:8][CH2:9][C:10]#[N:11]. (10) Given the product [Br:1][C:2]1[CH:7]=[C:6]([F:8])[CH:5]=[CH:4][C:3]=1[S:9]([NH:12][C:13]1[C:25]([C:26]([O:28][CH3:29])=[O:27])=[C:17]2[O:18][CH2:19][C@@H:20]3[CH2:24][CH2:23][CH2:22][N:21]3[C:16]2=[CH:15][CH:14]=1)(=[O:11])=[O:10], predict the reactants needed to synthesize it. The reactants are: [Br:1][C:2]1[CH:7]=[C:6]([F:8])[CH:5]=[CH:4][C:3]=1[S:9]([NH:12][C:13]1[C:25]([C:26]([O:28][CH3:29])=[O:27])=[C:17]2[O:18][CH2:19][C@H:20]3[CH2:24][CH2:23][CH2:22][N:21]3[C:16]2=[CH:15][CH:14]=1)(=[O:11])=[O:10].NC1C(C(OC)=O)=C2OC[C@@H]3CCCN3C2=CC=1.BrC1C=C(F)C=CC=1S(Cl)(=O)=O.